From a dataset of Full USPTO retrosynthesis dataset with 1.9M reactions from patents (1976-2016). Predict the reactants needed to synthesize the given product. (1) Given the product [CH3:14][C:13]([CH3:16])([CH3:15])[C:12]([N:11]([CH3:18])[CH:8]1[CH2:9][CH2:10][C:5](=[O:4])[CH2:6][CH2:7]1)=[O:17], predict the reactants needed to synthesize it. The reactants are: O1[C:5]2([CH2:10][CH2:9][CH:8]([N:11]([CH3:18])[C:12](=[O:17])[C:13]([CH3:16])([CH3:15])[CH3:14])[CH2:7][CH2:6]2)[O:4]CC1.[OH-].[Na+]. (2) Given the product [CH2:30]([C:32]1[CH:37]=[C:36]([O:38][CH2:39][O:40][CH2:41][CH2:42][Si:43]([CH3:45])([CH3:44])[CH3:46])[CH:35]=[CH:34][C:33]=1[C:47]1[N:48]=[C:6]([C:5]2[CH:9]=[CH:10][C:11]([O:12][CH:13]([CH3:15])[CH3:14])=[C:3]([CH:4]=2)[C:1]#[N:2])[O:8][N:50]=1)[CH3:31], predict the reactants needed to synthesize it. The reactants are: [C:1]([C:3]1[CH:4]=[C:5]([CH:9]=[CH:10][C:11]=1[O:12][CH:13]([CH3:15])[CH3:14])[C:6]([OH:8])=O)#[N:2].C1C=CC2N(O)N=NC=2C=1.C(Cl)CCl.[CH2:30]([C:32]1[CH:37]=[C:36]([O:38][CH2:39][O:40][CH2:41][CH2:42][Si:43]([CH3:46])([CH3:45])[CH3:44])[CH:35]=[CH:34][C:33]=1[C:47](=[NH:50])[NH:48]O)[CH3:31].